Dataset: NCI-60 drug combinations with 297,098 pairs across 59 cell lines. Task: Regression. Given two drug SMILES strings and cell line genomic features, predict the synergy score measuring deviation from expected non-interaction effect. (1) Drug 1: CNC(=O)C1=CC=CC=C1SC2=CC3=C(C=C2)C(=NN3)C=CC4=CC=CC=N4. Drug 2: C(CC(=O)O)C(=O)CN.Cl. Cell line: NCI-H522. Synergy scores: CSS=7.01, Synergy_ZIP=-4.25, Synergy_Bliss=-2.44, Synergy_Loewe=-5.53, Synergy_HSA=-1.92. (2) Drug 1: CCC(=C(C1=CC=CC=C1)C2=CC=C(C=C2)OCCN(C)C)C3=CC=CC=C3.C(C(=O)O)C(CC(=O)O)(C(=O)O)O. Drug 2: C1CN(P(=O)(OC1)NCCCl)CCCl. Cell line: HOP-92. Synergy scores: CSS=-5.28, Synergy_ZIP=5.91, Synergy_Bliss=4.95, Synergy_Loewe=-3.48, Synergy_HSA=-3.35.